Dataset: Catalyst prediction with 721,799 reactions and 888 catalyst types from USPTO. Task: Predict which catalyst facilitates the given reaction. Product: [CH2:1]([O:8][C:9](=[O:51])[NH:10][CH:11]1[C:25](=[O:50])[N:26]2[CH:27]([CH2:28][C:29]3[CH:30]=[CH:31][C:32]([Cl:35])=[CH:33][CH:34]=3)[C:36](=[O:49])[N:37]([CH:38]([CH3:40])[CH3:39])[CH2:41][CH:42]2[N:13]([S:14]([C:17]2[CH:22]=[CH:21][C:20]([Cl:23])=[CH:19][C:18]=2[Cl:24])(=[O:16])=[O:15])[CH2:12]1)[C:2]1[CH:3]=[CH:4][CH:5]=[CH:6][CH:7]=1. Reactant: [CH2:1]([O:8][C:9](=[O:51])[NH:10][CH:11]([C:25](=[O:50])[NH:26][CH:27]([C:36](=[O:49])[N:37]([CH2:41][CH:42](OCC)OCC)[CH:38]([CH3:40])[CH3:39])[CH2:28][C:29]1[CH:34]=[CH:33][C:32]([Cl:35])=[CH:31][CH:30]=1)[CH2:12][NH:13][S:14]([C:17]1[CH:22]=[CH:21][C:20]([Cl:23])=[CH:19][C:18]=1[Cl:24])(=[O:16])=[O:15])[C:2]1[CH:7]=[CH:6][CH:5]=[CH:4][CH:3]=1. The catalyst class is: 106.